Dataset: Experimentally validated miRNA-target interactions with 360,000+ pairs, plus equal number of negative samples. Task: Binary Classification. Given a miRNA mature sequence and a target amino acid sequence, predict their likelihood of interaction. (1) The protein sequence of the target gene is MEMKKKINLELRNRSPEEVTELVLDNCLCVNGEIEGLNDTFKELEFLSMANVELSSLARLPSLNKLRKLELSDNIISGGLEVLAEKCPNLTYLNLSGNKIKDLSTVEALQNLKNLKSLDLFNCEITNLEDYRESIFELLQQITYLDGFDQEDNEAPDSEEEDDEDGDEDDEEEEENEAGPPEGYEEEEEEEEEEDEDEDEDEDEAGSELGEGEEEVGLSYLMKEEIQDEEDDDDYVEEGEEEEEEEEGGLRGEKRKRDAEDDGEEEDD. Result: 0 (no interaction). The miRNA is hsa-miR-6872-3p with sequence CCCAUGCCUCCUGCCGCGGUC. (2) Result: 1 (interaction). The protein sequence of the target gene is MARDAELARSSGWPWRWLPALLLLQLLRWRCALCALPFTSSRHPGFADLLSEQQLLEVQDLTLSLLQGGGLGPLSLLPPDLPDLEPECRELLMDFANSSAELTACMVRSARPVRLCQTCYPLFQQVAIKMDNISRNIGNTSEGPRCGGSLLTADRMQIVLMVSEFFNSTWQEANCANCLTNNGEDLSNNTEDFLSLFNKTLACFEHNLQGHTYSLLPPKNYSEVCRNCKEAYKNLSLLYSQMQKLNGLENKAEPETHLCIDVEDAMNITRKLWSRTFNCSVTCSDTVSVVAVSVFILFLP.... The miRNA is mmu-miR-297a-5p with sequence AUGUAUGUGUGCAUGUGCAUGU. (3) The miRNA is hsa-miR-495-3p with sequence AAACAAACAUGGUGCACUUCUU. The protein sequence of the target gene is MTQTLDTREDPLNLGGGGGGGCGCGWAHSASLSSWSSCHRRRPGAPAYNRPHRYSPKTEYGPPRKQPKQQHGPGFWFQPPVCSNWGCWGGPWRPPPPGFWKFPCPVQVFRVYGLHPLCFCCCSCWSGSWNPGWVKPPGRKKRWGRRGRGLRHHPRHSYPRSPPADVSTLPRPVKLYEWREPGMRAPPNTTQFIMNQIYEDMRQQEKVERQQEALRAQKATVSGEASPARSSGNDAPPGGSKETWGLQETLYGFVQNPSLAFSPNPEENQSLAPLLVEEEEEKKNDDEEEYDQEVCDAKEA.... Result: 0 (no interaction). (4) The miRNA is hsa-miR-6789-5p with sequence GUAGGGGCGUCCCGGGCGCGCGGG. The protein sequence of the target gene is MGDVKESKMQITPETPGRIPVLNPFESPSDYSNLHEQTLASPSVFKSTKLPTPGKFRWSIDQLAVINPVEIDPEDIHRQALYLSHSRIDKDVEDKRQKAIEEFFTKDVIVPSPWTDHEGKQLSQCHSSKCTNINSDSPVGKKLTIHSEKSDAACQTLLSLPVDFNLENILGDYFRADEFADQSPGNLSSSSLRRKLFLDGNGSISDSLPSASPGSPHSGVQTSLEMFYSIDLSPVKCRSPLQTPSSGQFSSSPIQASAKKYSLGSITSPSPISSPTFSPIEFQIGETPLSEQRKFTVHSP.... Result: 0 (no interaction). (5) The miRNA is mmu-miR-721 with sequence CAGUGCAAUUAAAAGGGGGAA. The protein sequence of the target gene is MKLLLLTLTVLLLLSQLTPGGTQRCWNLYGKCRYRCSKKERVYVYCINNKMCCVKPKYQPKERWWPF. Result: 0 (no interaction). (6) The miRNA is mmu-miR-7a-5p with sequence UGGAAGACUAGUGAUUUUGUUGU. The protein sequence of the target gene is MEAPAQKAGQGGLPKADAQGASGAREKRPEEPRPLEEDRAGSRPTQKGDLRGAAGGRTTPPGGGSRGCSLGVSPGPGTRHSAGTRPLVREPCGPTSSQNPELVIPEGLQAREGPCRSPARGGDCSRNSCLAWHRGAPAGETPPVCDPCPERIQNHPRTQLCEVHTDCWPCQPGTGAPTCPRTPKPTSRGRNPLVEQPRACACGEAFAWRALRIPQERLQATEEPRPCARCGKRFRPNQQQQAGKSPPVCPECGQTSRPRPIVPDPPAQRLYACDECGKAFTRTSSLLQHQRIHTGERPYE.... Result: 0 (no interaction). (7) The miRNA is rno-miR-99b-5p with sequence CACCCGUAGAACCGACCUUGCG. The protein sequence of the target gene is MVNVPKTRRTFCKKCGKHQPHKVTQYKKGKDSLYAQGKRRYDRKQSGYGGQTKPIFRKKAKTTKKIVLRLECVEPNCRSKRMLAIKRCKHFELGGDKKRKGQVIQF. Result: 0 (no interaction). (8) The miRNA is hsa-miR-4684-5p with sequence CUCUCUACUGACUUGCAACAUA. The protein sequence of the target gene is MDSVAFEDVDVNFTQEEWALLDPSQKNLYRDVMWETMRNLASIGKKWKDQNIKDHYKHRGRNLRSHMLERLYQTKDGSQRGGIFSQFANQNLSKKIPGVKLCESIVYGEVSMGQSSLNRHIKDHSGHEPKEYQEYGEKPDTRNQCWKPFSSHHSFRTHEIIHTGEKLYDCKECGKTFFSLKRIRRHIITHSGYTPYKCKVCGKAFDYPSRFRTHERSHTGEKPYECQECGKAFTCITSVRRHMIKHTGDGPYKCKVCGKPFHSLSSFQVHERIHTGEKPFKCKQCGKAFSCSPTLRIHER.... Result: 1 (interaction). (9) The miRNA is rno-miR-27a-5p with sequence AGGGCUUAGCUGCUUGUGAGCA. The protein sequence of the target gene is MAEEPQSVLQLPTSIAAGGEGLTDVSPETTTPEPPSSAAVSPGTEEPAGDTKKKIDILLKAVGDTPIMKTKKWAVERTRTIQGLIDFIKKFLKLVASEQLFIYVNQSFAPSPDQEVGTLYECFGSDGKLVLHYCKSQAWG. Result: 0 (no interaction).